This data is from Forward reaction prediction with 1.9M reactions from USPTO patents (1976-2016). The task is: Predict the product of the given reaction. (1) Given the reactants [Br:1][C:2]1[N:6]([CH:7]([CH3:9])[CH3:8])[C:5]([CH:10]([NH:18][C:19]2[CH:24]=[CH:23][C:22]([F:25])=[C:21]([Cl:26])[CH:20]=2)[C:11]2[CH:16]=[CH:15][C:14]([Cl:17])=[CH:13][CH:12]=2)=[C:4]([C:27](O)=[O:28])[CH:3]=1.CN(C(ON1N=NC2C=CC=NC1=2)=[N+](C)C)C.F[P-](F)(F)(F)(F)F.CN1CCOCC1, predict the reaction product. The product is: [Br:1][C:2]1[N:6]([CH:7]([CH3:9])[CH3:8])[C:5]2[CH:10]([C:11]3[CH:12]=[CH:13][C:14]([Cl:17])=[CH:15][CH:16]=3)[N:18]([C:19]3[CH:24]=[CH:23][C:22]([F:25])=[C:21]([Cl:26])[CH:20]=3)[C:27](=[O:28])[C:4]=2[CH:3]=1. (2) Given the reactants [C:1]([C:5]1[CH:6]=[C:7]([C:16]2[O:17][CH:18]=[C:19]([CH2:21][CH2:22][O:23]S(C3C=CC(C)=CC=3)(=O)=O)[N:20]=2)[CH:8]=[C:9]([C:12]([CH3:15])([CH3:14])[CH3:13])[C:10]=1[OH:11])([CH3:4])([CH3:3])[CH3:2].[CH2:34]([O:36][C:37](=[O:49])[C:38]([O:41][C:42]1[CH:47]=[CH:46][C:45](O)=[CH:44][CH:43]=1)([CH3:40])[CH3:39])[CH3:35], predict the reaction product. The product is: [CH2:34]([O:36][C:37](=[O:49])[C:38]([O:41][C:42]1[CH:47]=[CH:46][C:45]([O:23][CH2:22][CH2:21][C:19]2[N:20]=[C:16]([C:7]3[CH:6]=[C:5]([C:1]([CH3:4])([CH3:2])[CH3:3])[C:10]([OH:11])=[C:9]([C:12]([CH3:14])([CH3:15])[CH3:13])[CH:8]=3)[O:17][CH:18]=2)=[CH:44][CH:43]=1)([CH3:40])[CH3:39])[CH3:35]. (3) Given the reactants [NH2:1][C@H:2]([C:6]([OH:8])=[O:7])[CH:3]([CH3:5])[CH3:4].[OH-].[Na+].[C:11](Cl)(=[O:23])[CH2:12][CH2:13][CH2:14][CH2:15][CH2:16][CH2:17][CH2:18][CH2:19][CH2:20][CH2:21][CH3:22].S(=O)(=O)(O)O, predict the reaction product. The product is: [C:11]([NH:1][C@H:2]([C:6]([OH:8])=[O:7])[CH:3]([CH3:5])[CH3:4])(=[O:23])[CH2:12][CH2:13][CH2:14][CH2:15][CH2:16][CH2:17][CH2:18][CH2:19][CH2:20][CH2:21][CH3:22]. (4) The product is: [CH3:20][O:19][C:15](=[O:18])[CH2:16][CH2:17][C:13](=[O:14])[C:11]1[CH:10]=[CH:9][CH:8]=[C:7]([C:1]2[CH:2]=[CH:3][CH:4]=[CH:5][CH:6]=2)[N:12]=1. Given the reactants [C:1]1([C:7]2[N:12]=[C:11]([CH:13]=[O:14])[CH:10]=[CH:9][CH:8]=2)[CH:6]=[CH:5][CH:4]=[CH:3][CH:2]=1.[C:15]([O:19][CH3:20])(=[O:18])[CH:16]=[CH2:17].C(N(CC)CC)C, predict the reaction product.